Dataset: Catalyst prediction with 721,799 reactions and 888 catalyst types from USPTO. Task: Predict which catalyst facilitates the given reaction. (1) Reactant: [F:1][C:2]1[CH:7]=[CH:6][CH:5]=[C:4]([F:8])[C:3]=1[C:9](=O)[CH:10]=[N:11][NH:12][C:13](=O)[C:14]1[CH:19]=[CH:18][C:17]([Br:20])=[CH:16][CH:15]=1.C([O-])(=O)C.[NH4+:27]. Product: [Br:20][C:17]1[CH:18]=[CH:19][C:14]([C:13]2[N:12]=[N:11][CH:10]=[C:9]([C:3]3[C:2]([F:1])=[CH:7][CH:6]=[CH:5][C:4]=3[F:8])[N:27]=2)=[CH:15][CH:16]=1. The catalyst class is: 15. (2) Reactant: C[Si]([N-][Si](C)(C)C)(C)C.[Li+].[Cl:11][C:12]1[N:17]=[C:16]([NH:18][CH2:19][CH2:20][CH3:21])[N:15]=[C:14]([N:22]([CH3:25])[O:23][CH3:24])[N:13]=1.[C:26](Cl)(=[O:28])[CH3:27].C([O-])(O)=O.[Na+]. Product: [Cl:11][C:12]1[N:13]=[C:14]([N:22]([O:23][CH3:24])[CH3:25])[N:15]=[C:16]([N:18]([CH2:19][CH2:20][CH3:21])[C:26](=[O:28])[CH3:27])[N:17]=1. The catalyst class is: 1.